This data is from Catalyst prediction with 721,799 reactions and 888 catalyst types from USPTO. The task is: Predict which catalyst facilitates the given reaction. (1) Reactant: Cl[C:2]1[C:7]([Cl:8])=[CH:6][CH:5]=[CH:4][C:3]=1[N+:9]([O-:11])=[O:10].C[S:13](C)=O. Product: [Cl:8][C:7]1[CH:6]=[CH:5][CH:4]=[C:3]([N+:9]([O-:11])=[O:10])[C:2]=1[SH:13]. The catalyst class is: 6. (2) Reactant: [CH3:1][C:2]1[N:11]=[C:10]([O:12][CH3:13])[C:9]2[C:4](=[CH:5][CH:6]=[CH:7][CH:8]=2)[N:3]=1.[Br:14]N1C(=O)CCC1=O.BrCC1C=C2C(=CC=1)N=CC=N2.CC1C=C2C(=CC=1)N=CC=N2. Product: [Br:14][CH2:1][C:2]1[N:11]=[C:10]([O:12][CH3:13])[C:9]2[C:4](=[CH:5][CH:6]=[CH:7][CH:8]=2)[N:3]=1. The catalyst class is: 53. (3) Reactant: [C:1](N1C=CN=C1)(N1C=CN=C1)=[S:2].[C:13]([O:17][C:18](=[O:33])[N:19]([CH2:23][CH2:24][O:25][C:26]1[CH:31]=[CH:30][C:29]([NH2:32])=[CH:28][CH:27]=1)[CH:20]([CH3:22])[CH3:21])([CH3:16])([CH3:15])[CH3:14]. Product: [C:13]([O:17][C:18](=[O:33])[N:19]([CH:20]([CH3:21])[CH3:22])[CH2:23][CH2:24][O:25][C:26]1[CH:27]=[CH:28][C:29]([N:32]=[C:1]=[S:2])=[CH:30][CH:31]=1)([CH3:15])([CH3:16])[CH3:14]. The catalyst class is: 9. (4) Reactant: [Cl:1][C:2]1[CH:3]=[C:4]([CH:11]=O)[C:5]([CH:9]=O)=[CH:6][C:7]=1[Cl:8].[C:13]1(=[O:20])[CH2:18][CH2:17][C:16](=[O:19])[CH2:15][CH2:14]1.[OH-].[K+]. Product: [Cl:1][C:2]1[C:7]([Cl:8])=[CH:6][C:5]2[C:4](=[CH:11][C:18]3[C:13](=[O:20])[C:14]4[C:15]([C:16](=[O:19])[C:17]=3[CH:9]=2)=[CH:11][C:4]2[C:5](=[CH:6][C:7]([Cl:8])=[C:2]([Cl:1])[CH:3]=2)[CH:9]=4)[CH:3]=1. The catalyst class is: 8. (5) Reactant: Cl[C:2]1[C:11]2[C:6](=[CH:7][C:8]([Cl:12])=[CH:9][CH:10]=2)[N:5]=[CH:4][CH:3]=1.[C:13](=O)(O)[O-:14].[Na+].C(OCC)(=O)C.[Cl-].[Na+]. Product: [CH3:13][O:14][C:2]1[C:11]2[C:6](=[CH:7][C:8]([Cl:12])=[CH:9][CH:10]=2)[N:5]=[CH:4][CH:3]=1. The catalyst class is: 209. (6) Reactant: [C:1]1([C:7]2([C:11]#[N:12])[CH2:10][CH2:9][CH2:8]2)[CH:6]=[CH:5][CH:4]=[CH:3][CH:2]=1.OS(O)(=O)=O.[N+:18]([O-])([O-:20])=[O:19].[K+]. Product: [N+:18]([C:4]1[CH:5]=[CH:6][C:1]([C:7]2([C:11]#[N:12])[CH2:10][CH2:9][CH2:8]2)=[CH:2][CH:3]=1)([O-:20])=[O:19]. The catalyst class is: 15. (7) Reactant: C(N(C(C)C)CC)(C)C.CCN=C=NCCCN(C)C.Cl.C1C=CC2N(O)N=NC=2C=1.[CH3:32][O:33][C:34](=[O:44])[CH2:35][CH2:36][CH2:37][CH2:38][CH2:39][CH2:40][C:41]([OH:43])=O.Cl.[NH2:46][CH2:47][C:48]([C:50]1[CH:55]=[C:54]([Cl:56])[CH:53]=[CH:52][C:51]=1[O:57][CH:58]([CH3:60])[CH3:59])=[O:49]. Product: [CH3:32][O:33][C:34](=[O:44])[CH2:35][CH2:36][CH2:37][CH2:38][CH2:39][CH2:40][C:41](=[O:43])[NH:46][CH2:47][C:48]([C:50]1[CH:55]=[C:54]([Cl:56])[CH:53]=[CH:52][C:51]=1[O:57][CH:58]([CH3:60])[CH3:59])=[O:49]. The catalyst class is: 2. (8) Reactant: I[C:2]1[CH:7]=[CH:6][C:5]([N:8]2[C@@H:12]([C:13]3[CH:18]=[CH:17][CH:16]=[CH:15][CH:14]=3)[C:11]([CH3:20])([CH3:19])[O:10][C:9]2=[O:21])=[CH:4][CH:3]=1.[Br:22][C:23]1[CH:24]=[C:25](B(O)O)[C:26]([F:29])=[N:27][CH:28]=1.C(=O)([O-])[O-].[Na+].[Na+].O1CCOCC1. Product: [Br:22][C:23]1[CH:24]=[C:25]([C:2]2[CH:7]=[CH:6][C:5]([N:8]3[C@@H:12]([C:13]4[CH:18]=[CH:17][CH:16]=[CH:15][CH:14]=4)[C:11]([CH3:20])([CH3:19])[O:10][C:9]3=[O:21])=[CH:4][CH:3]=2)[C:26]([F:29])=[N:27][CH:28]=1. The catalyst class is: 103. (9) The catalyst class is: 7. Reactant: [Br:1][C:2]1[CH:3]=[C:4]([CH:7]=[C:8]([F:10])[CH:9]=1)[C:5]#[N:6].[CH3:11][Mg]Br.[H-].[Al+3].[Li+].[H-].[H-].[H-]. Product: [Br:1][C:2]1[CH:3]=[C:4]([CH:5]([NH2:6])[CH3:11])[CH:7]=[C:8]([F:10])[CH:9]=1.